This data is from Reaction yield outcomes from USPTO patents with 853,638 reactions. The task is: Predict the reaction yield, written as a fraction of the theoretical maximum amount of product (1.0 means a 100% yield; for example, 0.34 means a 34% yield). (1) The reactants are C(#N)C.[NH:4]1[CH2:9][CH2:8][O:7][CH2:6][CH2:5]1.Br[CH2:11][C:12]1[S:16][C:15]([CH3:17])=[N:14][C:13]=1[C:18]1[CH:38]=[CH:37][C:21]([O:22][CH2:23][CH2:24][CH2:25][CH2:26][CH2:27][O:28][C:29]2[CH:36]=[CH:35][C:32]([C:33]#[N:34])=[CH:31][CH:30]=2)=[CH:20][CH:19]=1. The catalyst is C(OCC)(=O)C. The product is [CH3:17][C:15]1[S:16][C:12]([CH2:11][N:4]2[CH2:9][CH2:8][O:7][CH2:6][CH2:5]2)=[C:13]([C:18]2[CH:19]=[CH:20][C:21]([O:22][CH2:23][CH2:24][CH2:25][CH2:26][CH2:27][O:28][C:29]3[CH:30]=[CH:31][C:32]([C:33]#[N:34])=[CH:35][CH:36]=3)=[CH:37][CH:38]=2)[N:14]=1. The yield is 0.350. (2) The reactants are [C:1]([C:5]1[NH:6][C:7]2[C:12]([CH:13]=1)=[CH:11][C:10]([N+:14]([O-:16])=[O:15])=[CH:9]C=2C#N)([CH3:4])([CH3:3])[CH3:2].[OH-:19].[K+].[CH3:21][CH2:22][OH:23]. No catalyst specified. The product is [C:1]([C:5]1[NH:6][C:7]2[C:12]([CH:13]=1)=[CH:11][C:10]([N+:14]([O-:16])=[O:15])=[CH:9][C:21]=2[C:22]([OH:19])=[O:23])([CH3:4])([CH3:3])[CH3:2]. The yield is 0.770.